The task is: Predict the reaction yield, written as a fraction of the theoretical maximum amount of product (1.0 means a 100% yield; for example, 0.34 means a 34% yield).. This data is from Reaction yield outcomes from USPTO patents with 853,638 reactions. (1) The reactants are Br[C:2]1[CH:3]=[CH:4][C:5]([N+:8]([O-:10])=[O:9])=[N:6][CH:7]=1.CC1(C)C(C)(C)OB([C:19]2[CH2:24][CH2:23][N:22]([C:25]([O:27][C:28]([CH3:31])([CH3:30])[CH3:29])=[O:26])[CH2:21][CH:20]=2)O1.C([O-])(=O)C.[Na+]. The catalyst is C(#N)C.O.C1C=CC(P(C2C=CC=CC=2)[C-]2C=CC=C2)=CC=1.C1C=CC(P(C2C=CC=CC=2)[C-]2C=CC=C2)=CC=1.Cl[Pd]Cl.[Fe+2]. The product is [N+:8]([C:5]1[N:6]=[CH:7][C:2]([C:19]2[CH2:24][CH2:23][N:22]([C:25]([O:27][C:28]([CH3:31])([CH3:30])[CH3:29])=[O:26])[CH2:21][CH:20]=2)=[CH:3][CH:4]=1)([O-:10])=[O:9]. The yield is 0.740. (2) The catalyst is [Fe]. The reactants are [Cl:1][C:2]1[C:7]([I:8])=[CH:6][C:5]([N+:9]([O-])=O)=[CH:4][N:3]=1. The yield is 0.770. The product is [NH2:9][C:5]1[CH:6]=[C:7]([I:8])[C:2]([Cl:1])=[N:3][CH:4]=1. (3) The reactants are [C:1]([O:5][C:6](=[O:19])[NH:7][CH2:8][CH2:9][C:10]1[CH:15]=[C:14]([F:16])[C:13]([OH:17])=[C:12]([F:18])[CH:11]=1)([CH3:4])([CH3:3])[CH3:2].Cl[C:21]1[CH:28]=[CH:27][C:24]([C:25]#[N:26])=[CH:23][N:22]=1.[H-].[Na+].O. The catalyst is CS(C)=O. The product is [C:1]([O:5][C:6](=[O:19])[NH:7][CH2:8][CH2:9][C:10]1[CH:15]=[C:14]([F:16])[C:13]([O:17][C:21]2[CH:28]=[CH:27][C:24]([C:25]#[N:26])=[CH:23][N:22]=2)=[C:12]([F:18])[CH:11]=1)([CH3:4])([CH3:2])[CH3:3]. The yield is 0.510. (4) The catalyst is C1C=CC(P(C2C=CC=CC=2)[C-]2C=CC=C2)=CC=1.C1C=CC(P(C2C=CC=CC=2)[C-]2C=CC=C2)=CC=1.Cl[Pd]Cl.[Fe+2].C(#N)C. The yield is 0.980. The product is [F:13][C:10]1[CH:11]=[CH:12][C:4]2[N:5]([CH:9]=1)[C:6](=[O:8])[CH:7]=[C:2]([C:22]1[CH:21]=[CH:20][C:18]3[N:19]=[C:15]([CH3:14])[O:16][C:17]=3[CH:23]=1)[N:3]=2. The reactants are Cl[C:2]1[N:3]=[C:4]2[CH:12]=[CH:11][C:10]([F:13])=[CH:9][N:5]2[C:6](=[O:8])[CH:7]=1.[CH3:14][C:15]1[O:16][C:17]2[CH:23]=[C:22](B3OC(C)(C)C(C)(C)O3)[CH:21]=[CH:20][C:18]=2[N:19]=1.C(Cl)Cl.C([O-])([O-])=O.[K+].[K+]. (5) The reactants are S(Cl)([Cl:3])=O.[CH2:5]([N:7]([CH2:11]CO)[CH2:8][CH2:9]O)[CH3:6].C(=O)([O-])O.[Na+].Cl[CH2:20][Cl:21]. No catalyst specified. The product is [Cl:3][CH2:9][CH2:8][N:7]([CH2:11][CH2:20][Cl:21])[CH2:5][CH3:6]. The yield is 0.760. (6) The reactants are [C:1]([O:5][C:6](=[O:17])[CH2:7][O:8][C:9]1[CH:14]=[CH:13][C:12](Cl)=[CH:11][C:10]=1[Br:16])([CH3:4])([CH3:3])[CH3:2].Br[C:19]1[C:28]2[C:19](=[CH:20][CH:21]=CC=2)[CH:28]=[CH:21][C:20]=1O. The product is [C:1]([O:5][C:6](=[O:17])[CH2:7][O:8][C:9]1[CH:14]=[CH:13][C:12]2[C:11](=[CH:28][CH:19]=[CH:20][CH:21]=2)[C:10]=1[Br:16])([CH3:4])([CH3:3])[CH3:2]. No catalyst specified. The yield is 0.980.